Task: Predict the reaction yield, written as a fraction of the theoretical maximum amount of product (1.0 means a 100% yield; for example, 0.34 means a 34% yield).. Dataset: Reaction yield outcomes from USPTO patents with 853,638 reactions (1) The reactants are [NH2:1][C:2]1[C:3]([OH:16])=[C:4]([C:8]([N:10]2[CH2:14][CH2:13][C@@H:12]([OH:15])[CH2:11]2)=[O:9])[CH:5]=[CH:6][CH:7]=1.[CH2:17]([O:19][C:20]1[C:21](=O)[C:22](=[O:27])[C:23]=1[O:24]CC)[CH3:18]. The catalyst is C(O)C. The product is [CH2:17]([O:19][C:20]1[C:23](=[O:24])[C:22](=[O:27])[C:21]=1[NH:1][C:2]1[CH:7]=[CH:6][CH:5]=[C:4]([C:8]([N:10]2[CH2:14][CH2:13][C@@H:12]([OH:15])[CH2:11]2)=[O:9])[C:3]=1[OH:16])[CH3:18]. The yield is 0.660. (2) The reactants are [CH2:1]([NH:8][C:9](=[O:18])[NH:10][C:11]([CH3:17])([CH3:16])[CH2:12][C:13]([OH:15])=O)[C:2]1[CH:7]=[CH:6][CH:5]=[CH:4][CH:3]=1.[NH2:19][C@@H:20]([CH2:43][C:44]1[CH:49]=[CH:48][C:47]([O:50][C:51]([CH3:54])([CH3:53])[CH3:52])=[CH:46][CH:45]=1)[C:21]([N:23]([CH2:35][CH:36]([O:40][CH2:41][CH3:42])[O:37][CH2:38][CH3:39])[CH2:24][C:25]1[C:34]2[C:29](=[CH:30][CH:31]=[CH:32][CH:33]=2)[CH:28]=[CH:27][CH:26]=1)=[O:22]. No catalyst specified. The product is [CH2:1]([NH:8][C:9](=[O:18])[NH:10][C:11]([CH3:17])([CH3:16])[CH2:12][C:13]([NH:19][C@@H:20]([CH2:43][C:44]1[CH:49]=[CH:48][C:47]([O:50][C:51]([CH3:53])([CH3:52])[CH3:54])=[CH:46][CH:45]=1)[C:21]([N:23]([CH2:35][CH:36]([O:40][CH2:41][CH3:42])[O:37][CH2:38][CH3:39])[CH2:24][C:25]1[C:34]2[C:29](=[CH:30][CH:31]=[CH:32][CH:33]=2)[CH:28]=[CH:27][CH:26]=1)=[O:22])=[O:15])[C:2]1[CH:3]=[CH:4][CH:5]=[CH:6][CH:7]=1. The yield is 0.890. (3) The reactants are Br[C:2]1[CH:9]=[N:8][CH:7]=[C:6]([N:10]2[CH2:22][CH2:21][N:13]3[C:14]4[CH2:15][CH2:16][CH2:17][CH2:18][C:19]=4[CH:20]=[C:12]3[C:11]2=[O:23])[C:3]=1[CH:4]=[O:5].[CH3:24][N:25]1[CH:30]=[C:29](B2OC(C)(C)C(C)(C)O2)[CH:28]=[C:27]([NH:40][C:41]2[CH:46]=[CH:45][C:44]([N:47]3[CH2:52][CH2:51][N:50]([CH:53]4[CH2:56][O:55][CH2:54]4)[CH2:49][CH2:48]3)=[CH:43][N:42]=2)[C:26]1=[O:57].[O-]P([O-])([O-])=O.[K+].[K+].[K+].CC([O-])=O.[Na+]. The catalyst is C(#N)C.O.C1C=CC(P(C2C=CC=CC=2)[C-]2C=CC=C2)=CC=1.C1C=CC(P(C2C=CC=CC=2)[C-]2C=CC=C2)=CC=1.Cl[Pd]Cl.[Fe+2]. The product is [CH3:24][N:25]1[C:26](=[O:57])[C:27]([NH:40][C:41]2[CH:46]=[CH:45][C:44]([N:47]3[CH2:52][CH2:51][N:50]([CH:53]4[CH2:54][O:55][CH2:56]4)[CH2:49][CH2:48]3)=[CH:43][N:42]=2)=[CH:28][C:29]([C:2]2[CH:9]=[N:8][CH:7]=[C:6]([N:10]3[CH2:22][CH2:21][N:13]4[C:14]5[CH2:15][CH2:16][CH2:17][CH2:18][C:19]=5[CH:20]=[C:12]4[C:11]3=[O:23])[C:3]=2[CH:4]=[O:5])=[CH:30]1. The yield is 0.400. (4) The reactants are C(N(CC)CC)C.[F:15][C:14]([F:17])([F:16])[C:13](O[C:13](=[O:18])[C:14]([F:17])([F:16])[F:15])=[O:18].[NH2:21][C@H:22]1[CH2:26][CH2:25][N:24]([C:27]2[CH:35]=[CH:34][C:30]([C:31]([OH:33])=[O:32])=[C:29]([NH:36][CH:37]3[CH2:42][CH2:41][O:40][CH2:39][CH2:38]3)[CH:28]=2)[CH2:23]1.[F:43][C:44]([F:49])([F:48])[C:45](O)=[O:46]. The catalyst is ClCCl.O. The product is [F:43][C:44]([F:49])([F:48])[C:45]([N:36]([C:29]1[CH:28]=[C:27]([N:24]2[CH2:25][CH2:26][C@H:22]([NH:21][C:13](=[O:18])[C:14]([F:15])([F:16])[F:17])[CH2:23]2)[CH:35]=[CH:34][C:30]=1[C:31]([OH:33])=[O:32])[CH:37]1[CH2:42][CH2:41][O:40][CH2:39][CH2:38]1)=[O:46]. The yield is 0.140. (5) The reactants are Cl.[C:2]([C:5]1[C:6]([CH3:16])=[CH:7][C:8]([CH3:15])=[C:9]([CH:14]=1)[C:10]([O:12][CH3:13])=[O:11])(=[NH:4])[NH2:3].Br[CH2:18][C:19]([C@@H:21]1[CH2:25][CH2:24][CH2:23][O:22]1)=O.C(=O)([O-])[O-].[K+].[K+]. The catalyst is CC#N. The product is [CH3:15][C:8]1[CH:7]=[C:6]([CH3:16])[C:5]([C:2]2[NH:3][C:19]([C@@H:21]3[CH2:25][CH2:24][CH2:23][O:22]3)=[CH:18][N:4]=2)=[CH:14][C:9]=1[C:10]([O:12][CH3:13])=[O:11]. The yield is 0.250. (6) The reactants are [CH3:1][N:2]1[C:11]2[C:6](=[CH:7][C:8]([N+:12]([O-])=O)=[CH:9][CH:10]=2)[CH2:5][CH2:4][C:3]1=[O:15].[Cl-].[NH4+]. The catalyst is CCO.O.[Fe]. The product is [NH2:12][C:8]1[CH:7]=[C:6]2[C:11](=[CH:10][CH:9]=1)[N:2]([CH3:1])[C:3](=[O:15])[CH2:4][CH2:5]2. The yield is 0.970. (7) The reactants are C([O:8][C:9]1[CH:18]=[C:17]2[C:12]([C:13]([Cl:19])=[CH:14][CH:15]=[N:16]2)=[CH:11][C:10]=1[O:20][CH3:21])C1C=CC=CC=1.C1(SC)C=CC=CC=1.CS(O)(=O)=O. The catalyst is FC(F)(F)S(O)(=O)=O. The product is [Cl:19][C:13]1[C:12]2[C:17](=[CH:18][C:9]([OH:8])=[C:10]([O:20][CH3:21])[CH:11]=2)[N:16]=[CH:15][CH:14]=1. The yield is 0.750.